This data is from Full USPTO retrosynthesis dataset with 1.9M reactions from patents (1976-2016). The task is: Predict the reactants needed to synthesize the given product. Given the product [NH2:9][C:7]1[O:8][C:4]([C:3]2[CH:10]=[CH:11][C:12]([C:14]3[CH:15]=[N:16][N:17]4[CH:22]=[CH:21][C:20]([N:23]5[C@@H:27]([C:28]6[CH:33]=[CH:32][C:31]([F:34])=[CH:30][N:29]=6)[CH2:26][O:25][C:24]5=[O:35])=[N:19][C:18]=34)=[CH:13][C:2]=2[F:1])=[N:5][N:6]=1, predict the reactants needed to synthesize it. The reactants are: [F:1][C:2]1[CH:13]=[C:12]([C:14]2[CH:15]=[N:16][N:17]3[CH:22]=[CH:21][C:20]([N:23]4[C@@H:27]([C:28]5[CH:33]=[CH:32][C:31]([F:34])=[CH:30][N:29]=5)[CH2:26][O:25][C:24]4=[O:35])=[N:19][C:18]=23)[CH:11]=[CH:10][C:3]=1/[CH:4]=[N:5]/[NH:6][C:7]([NH2:9])=[O:8].C([O-])(=O)C.[Na+].BrBr.